This data is from Retrosynthesis with 50K atom-mapped reactions and 10 reaction types from USPTO. The task is: Predict the reactants needed to synthesize the given product. Given the product CC(=O)Nc1ccc(C(=O)N(CCN2CCC(C(=O)c3ccc(F)cc3)CC2)c2cc(C)cc(C)c2)cc1, predict the reactants needed to synthesize it. The reactants are: CC(=O)OC(C)=O.Cc1cc(C)cc(N(CCN2CCC(C(=O)c3ccc(F)cc3)CC2)C(=O)c2ccc(N)cc2)c1.